This data is from Catalyst prediction with 721,799 reactions and 888 catalyst types from USPTO. The task is: Predict which catalyst facilitates the given reaction. Reactant: [NH:1]1[CH2:6][CH2:5][CH:4]([CH2:7][NH:8][C:9]2[C:10]([OH:15])=[N:11][CH:12]=[CH:13][N:14]=2)[CH2:3][CH2:2]1.C(N(CC)CC)C.[CH2:23]([O:30][C:31](ON1C(=O)CCC1=O)=[O:32])[C:24]1[CH:29]=[CH:28][CH:27]=[CH:26][CH:25]=1. Product: [CH2:23]([O:30][C:31]([N:1]1[CH2:6][CH2:5][CH:4]([CH2:7][NH:8][C:9]2[C:10]([OH:15])=[N:11][CH:12]=[CH:13][N:14]=2)[CH2:3][CH2:2]1)=[O:32])[C:24]1[CH:29]=[CH:28][CH:27]=[CH:26][CH:25]=1. The catalyst class is: 3.